This data is from Full USPTO retrosynthesis dataset with 1.9M reactions from patents (1976-2016). The task is: Predict the reactants needed to synthesize the given product. (1) The reactants are: Br[C:2]1[C:10]2[C:9]([NH:11][C@H:12]([C:14]3[N:19]([C:20]4[CH:25]=[CH:24][CH:23]=[CH:22][CH:21]=4)[C:18](=[O:26])[C:17]4=[C:27]([CH3:30])[CH:28]=[CH:29][N:16]4[N:15]=3)[CH3:13])=[N:8][CH:7]=[N:6][C:5]=2[N:4]([CH2:31][O:32][CH2:33][CH2:34][Si:35]([CH3:38])([CH3:37])[CH3:36])[CH:3]=1.[NH:39]1[CH:43]=[C:42](B(O)O)[CH:41]=[N:40]1.C(=O)([O-])[O-].[Na+].[Na+]. Given the product [NH:39]1[CH:43]=[C:42]([C:2]2[C:10]3[C:9]([NH:11][C@H:12]([C:14]4[N:19]([C:20]5[CH:25]=[CH:24][CH:23]=[CH:22][CH:21]=5)[C:18](=[O:26])[C:17]5=[C:27]([CH3:30])[CH:28]=[CH:29][N:16]5[N:15]=4)[CH3:13])=[N:8][CH:7]=[N:6][C:5]=3[N:4]([CH2:31][O:32][CH2:33][CH2:34][Si:35]([CH3:38])([CH3:37])[CH3:36])[CH:3]=2)[CH:41]=[N:40]1, predict the reactants needed to synthesize it. (2) Given the product [Br:1][C:2]1[CH:3]=[C:4]([C:16]([NH:20][CH2:21][C:22]2[C:23](=[O:30])[NH:24][C:25]([CH3:29])=[CH:26][C:27]=2[CH3:28])=[O:18])[C:5]2[CH:6]=[N:7][N:8]([CH:11]3[CH2:12][CH2:13][CH2:14][CH2:15]3)[C:9]=2[CH:10]=1, predict the reactants needed to synthesize it. The reactants are: [Br:1][C:2]1[CH:3]=[C:4]([C:16]([OH:18])=O)[C:5]2[CH:6]=[N:7][N:8]([CH:11]3[CH2:15][CH2:14][CH2:13][CH2:12]3)[C:9]=2[CH:10]=1.Cl.[NH2:20][CH2:21][C:22]1[C:23](=[O:30])[NH:24][C:25]([CH3:29])=[CH:26][C:27]=1[CH3:28].Cl.CN(C)CCCN=C=NCC.O.N1C2C(=NC=CC=2)N(O)N=1.CN1CCOCC1.C([O-])([O-])=O.[Na+].[Na+].